Dataset: Catalyst prediction with 721,799 reactions and 888 catalyst types from USPTO. Task: Predict which catalyst facilitates the given reaction. (1) Reactant: [C:1]1([S:7]([N:10]2[C:18]3[CH:17]=[C:16]([Sn:19]([CH3:22])([CH3:21])[CH3:20])[CH:15]=[C:14]([NH2:23])[C:13]=3[CH:12]=[N:11]2)(=[O:9])=[O:8])[CH:6]=[CH:5][CH:4]=[CH:3][CH:2]=1.N1C=CC=CC=1.[CH3:30][N:31]1[CH:35]=[C:34]([CH3:36])[C:33]([C:37](Cl)=[O:38])=[N:32]1.C(=O)(O)[O-].[Na+]. Product: [CH3:30][N:31]1[CH:35]=[C:34]([CH3:36])[C:33]([C:37]([NH:23][C:14]2[CH:15]=[C:16]([Sn:19]([CH3:20])([CH3:22])[CH3:21])[CH:17]=[C:18]3[C:13]=2[CH:12]=[N:11][N:10]3[S:7]([C:1]2[CH:2]=[CH:3][CH:4]=[CH:5][CH:6]=2)(=[O:9])=[O:8])=[O:38])=[N:32]1. The catalyst class is: 2. (2) Reactant: [OH-:1].[Na+].[CH2:3]=O.[N:5]1[C:12]([NH2:13])=[N:11][C:9]([NH2:10])=[N:8][C:6]=1[NH2:7].S(=O)(=O)(O)O. Product: [CH2:3]=[O:1].[N:5]1[C:12]([NH2:13])=[N:11][C:9]([NH2:10])=[N:8][C:6]=1[NH2:7]. The catalyst class is: 5.